Dataset: Catalyst prediction with 721,799 reactions and 888 catalyst types from USPTO. Task: Predict which catalyst facilitates the given reaction. (1) Reactant: [Cl:1][C:2]1[CH:7]=[CH:6][C:5]([CH:8]2[CH2:13][CH2:12][CH:11]([C:14]([OH:16])=O)[CH2:10][CH2:9]2)=[CH:4][CH:3]=1.S(Cl)(Cl)=O.C(Cl)Cl.[NH2:24][C:25]1[CH:34]=[CH:33][CH:32]=[C:31]2[C:26]=1[CH:27]=[CH:28][CH:29]=[N:30]2.C(N(C(C)C)CC)(C)C. Product: [Cl:1][C:2]1[CH:3]=[CH:4][C:5]([CH:8]2[CH2:9][CH2:10][CH:11]([C:14]([NH:24][C:25]3[CH:34]=[CH:33][CH:32]=[C:31]4[C:26]=3[CH:27]=[CH:28][CH:29]=[N:30]4)=[O:16])[CH2:12][CH2:13]2)=[CH:6][CH:7]=1. The catalyst class is: 80. (2) Reactant: [Br:1][C:2]1[CH:6]=[CH:5][S:4][C:3]=1[C:7]([C:9]1[CH:14]=[CH:13][CH:12]=[C:11]([O:15][CH3:16])[CH:10]=1)=O.Cl.[NH2:18][OH:19].N1C=CC=CC=1.ClCCl. Product: [Br:1][C:2]1[CH:6]=[CH:5][S:4][C:3]=1[C:7]([C:9]1[CH:14]=[CH:13][CH:12]=[C:11]([O:15][CH3:16])[CH:10]=1)=[N:18][OH:19]. The catalyst class is: 81. (3) Reactant: [CH3:1][O:2][CH2:3][O:4][C:5]1[CH:10]=[CH:9][C:8]([CH:11]([C:13]2[CH:18]=[CH:17][CH:16]=[CH:15][C:14]=2[N+:19]([O-:21])=[O:20])[OH:12])=[CH:7][CH:6]=1. Product: [CH3:1][O:2][CH2:3][O:4][C:5]1[CH:10]=[CH:9][C:8]([C:11]([C:13]2[CH:18]=[CH:17][CH:16]=[CH:15][C:14]=2[N+:19]([O-:21])=[O:20])=[O:12])=[CH:7][CH:6]=1. The catalyst class is: 327. (4) Product: [O:10]=[C:8]1[C:7]2[C:6](=[CH:5][C:4]([N+:1]([O-:3])=[O:2])=[CH:14][CH:13]=2)[C:11](=[O:12])[N:16]1[CH:17]1[CH2:23][CH2:22][C:21](=[O:24])[NH:20][C:18]1=[O:19]. Reactant: [N+:1]([C:4]1[CH:5]=[C:6]2[C:11](=[O:12])[O:10][C:8](=O)[C:7]2=[CH:13][CH:14]=1)([O-:3])=[O:2].Cl.[NH2:16][CH:17]1[CH2:23][CH2:22][C:21](=[O:24])[NH:20][C:18]1=[O:19].C([O-])(=O)C.[Na+]. The catalyst class is: 15. (5) Reactant: [OH:1][C:2]1[CH:9]=[CH:8][C:5]([CH:6]=[O:7])=[CH:4][CH:3]=1.[CH:10]([Si:13](Cl)([CH:17]([CH3:19])[CH3:18])[CH:14]([CH3:16])[CH3:15])([CH3:12])[CH3:11].N1C=CN=C1.O. Product: [CH:10]([Si:13]([CH:17]([CH3:19])[CH3:18])([CH:14]([CH3:16])[CH3:15])[O:1][C:2]1[CH:9]=[CH:8][C:5]([CH:6]=[O:7])=[CH:4][CH:3]=1)([CH3:12])[CH3:11]. The catalyst class is: 3. (6) Product: [Br:40][C:41]1[CH:42]=[C:43]([N:48]2[C:52](=[O:53])[O:51][N:50]=[C:49]2[C:54]2[C:55]([NH:59][CH2:5][CH2:4][CH2:3][O:2][CH3:1])=[N:56][O:57][N:58]=2)[CH:44]=[CH:45][C:46]=1[F:47]. The catalyst class is: 7. Reactant: [CH3:1][O:2][CH2:3][CH2:4][CH2:5]O.C1(P(C2C=CC=CC=2)C2C=CC=CC=2)C=CC=CC=1.N(C(OC(C)C)=O)=NC(OC(C)C)=O.[Br:40][C:41]1[CH:42]=[C:43]([N:48]2[C:52](=[O:53])[O:51][N:50]=[C:49]2[C:54]2[C:55]([NH:59]C(=O)C(F)(F)F)=[N:56][O:57][N:58]=2)[CH:44]=[CH:45][C:46]=1[F:47]. (7) Reactant: OS(C(F)(F)F)(=O)=O.[C:9]([S:12][CH2:13][C:14]1[CH2:23][CH2:22][C:21]2[C:16](=[CH:17][C:18]([Br:24])=[CH:19][CH:20]=2)[C:15]=1[CH3:25])(=[NH:11])[NH2:10].C(=O)(O)[O-].[Na+]. Product: [Br:24][C:18]1[CH:17]=[C:16]2[C:21]([CH2:22][CH2:23][C@@H:14]3[CH2:13][S:12][C:9]([NH2:10])=[N:11][C@:15]32[CH3:25])=[CH:20][CH:19]=1. The catalyst class is: 67. (8) Reactant: [CH3:1][CH2:2][C@@H:3]1[NH:46][C:44](=[O:45])[C@H:43]([C@H:47]([OH:54])[C@@H:48]([CH2:50]/[CH:51]=[CH:52]/[CH3:53])[CH3:49])[N:42]([CH3:55])[C:40](=[O:41])[C@H:39]([CH:56]([CH3:58])[CH3:57])[N:38]([CH3:59])[C:36](=[O:37])[C@H:35]([CH2:60][CH:61]([CH3:63])[CH3:62])[N:34]([CH3:64])[C:32](=[O:33])[C@H:31]([CH2:65][CH:66]([CH3:68])[CH3:67])[N:30]([CH3:69])[C:28](=[O:29])[C@@H:27]([CH3:70])[NH:26][C:24](=[O:25])[C@H:23]([CH3:71])[NH:22][C:20](=[O:21])[C@H:19]([CH2:72][CH:73]([CH3:75])[CH3:74])[N:18]([CH3:76])[C:16](=[O:17])[C@H:15]([CH:77]([CH3:79])[CH3:78])[NH:14][C:12](=[O:13])[C@H:11]([CH2:80][CH:81]([CH3:83])[CH3:82])[N:10]([CH3:84])[C:8](=[O:9])[CH2:7][N:6]([CH3:85])[C:4]1=[O:5].N1C=CC=CC=1.[C:92]([O:95]C(=O)C)(=[O:94])[CH3:93]. Product: [CH3:1][CH2:2][C@@H:3]1[NH:46][C:44](=[O:45])[C@H:43]([C@H:47]([OH:54])[C@@H:48]([CH2:50]/[CH:51]=[CH:52]/[CH3:53])[CH3:49])[N:42]([CH3:55])[C:40](=[O:41])[C@H:39]([CH:56]([CH3:57])[CH3:58])[N:38]([CH3:59])[C:36](=[O:37])[C@H:35]([CH2:60][CH:61]([CH3:62])[CH3:63])[N:34]([CH3:64])[C:32](=[O:33])[C@H:31]([CH2:65][CH:66]([CH3:68])[CH3:67])[N:30]([CH3:69])[C:28](=[O:29])[C@@H:27]([CH3:70])[NH:26][C:24](=[O:25])[C@H:23]([CH3:71])[NH:22][C:20](=[O:21])[C@H:19]([CH2:72][CH:73]([CH3:75])[CH3:74])[N:18]([CH3:76])[C:16](=[O:17])[C@H:15]([CH:77]([CH3:79])[CH3:78])[NH:14][C:12](=[O:13])[C@H:11]([CH2:80][CH:81]([CH3:83])[CH3:82])[N:10]([CH3:84])[C:8](=[O:9])[CH2:7][N:6]([CH3:85])[C:4]1=[O:5].[C:92]([O-:95])(=[O:94])[CH3:93]. The catalyst class is: 13. (9) The catalyst class is: 8. Reactant: [C:1]([CH2:4][CH2:5][C:6]1[C:7]([CH3:13])=[C:8]([CH:11]=O)[NH:9][CH:10]=1)([OH:3])=[O:2].[C:14]([C:17]1[CH:18]=[C:19]2[C:23](=[CH:24][CH:25]=1)[NH:22][C:21](=[O:26])[CH2:20]2)([OH:16])=[O:15].N1CCCCC1. Product: [C:1]([CH2:4][CH2:5][C:6]1[C:7]([CH3:13])=[C:8]([CH:11]=[C:20]2[C:19]3[C:23](=[CH:24][CH:25]=[C:17]([C:14]([OH:16])=[O:15])[CH:18]=3)[NH:22][C:21]2=[O:26])[NH:9][CH:10]=1)([OH:3])=[O:2].